From a dataset of Catalyst prediction with 721,799 reactions and 888 catalyst types from USPTO. Predict which catalyst facilitates the given reaction. (1) Reactant: [NH2:1][CH2:2][C:3]1[CH:8]=[CH:7][CH:6]=[C:5]2[N:9]([C:24]3[C:25]4[C@H:32]([CH3:33])[CH2:31][CH2:30][C:26]=4[N:27]=[CH:28][N:29]=3)[CH2:10][C:11]3([CH2:16][CH2:15][N:14]([C:17]([O:19][C:20]([CH3:23])([CH3:22])[CH3:21])=[O:18])[CH2:13][CH2:12]3)[C:4]=12.Cl[C:35]1[N:40]=[CH:39][CH:38]=[CH:37][N:36]=1.C(N(CC)CC)C. Product: [CH3:33][C@H:32]1[C:25]2[C:24]([N:9]3[C:5]4[C:4](=[C:3]([CH2:2][NH:1][C:35]5[N:40]=[CH:39][CH:38]=[CH:37][N:36]=5)[CH:8]=[CH:7][CH:6]=4)[C:11]4([CH2:16][CH2:15][N:14]([C:17]([O:19][C:20]([CH3:21])([CH3:22])[CH3:23])=[O:18])[CH2:13][CH2:12]4)[CH2:10]3)=[N:29][CH:28]=[N:27][C:26]=2[CH2:30][CH2:31]1. The catalyst class is: 121. (2) Reactant: [Br:1][C:2]1[CH:7]=[CH:6][C:5]([C:8]2[N:9]=[C:10]([C@H:13]3[NH:17][CH2:16][Si:15]([CH3:19])([CH3:18])[CH2:14]3)[NH:11][CH:12]=2)=[CH:4][CH:3]=1.[CH3:20][O:21][C:22]([NH:24][C@@H:25]([CH:29]([CH3:31])[CH3:30])[C:26](O)=[O:27])=[O:23].CN(C(ON1N=NC2C=CC=NC1=2)=[N+](C)C)C.F[P-](F)(F)(F)(F)F.CCN(C(C)C)C(C)C. Product: [CH3:20][O:21][C:22](=[O:23])[NH:24][C@H:25]([C:26]([N:17]1[C@H:13]([C:10]2[NH:11][CH:12]=[C:8]([C:5]3[CH:6]=[CH:7][C:2]([Br:1])=[CH:3][CH:4]=3)[N:9]=2)[CH2:14][Si:15]([CH3:19])([CH3:18])[CH2:16]1)=[O:27])[CH:29]([CH3:31])[CH3:30]. The catalyst class is: 2. (3) Reactant: [CH2:1]([O:5][C:6]1[N:14]=[C:13]2[C:9]([N:10]=[C:11]([O:25]C)[N:12]2[CH2:15][C:16]2[CH:21]=[CH:20][C:19]([C:22]([OH:24])=[O:23])=[CH:18][CH:17]=2)=[C:8]([NH2:27])[N:7]=1)[CH2:2][CH2:3][CH3:4].C(=O)([O-])[O-].[K+].[K+].Cl.Cl[CH2:36][C:37]1[CH:38]=[N:39][CH:40]=[CH:41][CH:42]=1. Product: [CH2:1]([O:5][C:6]1[N:14]=[C:13]2[C:9]([N:10]=[C:11]([OH:25])[N:12]2[CH2:15][C:16]2[CH:17]=[CH:18][C:19]([C:22]([O:24][CH2:36][C:37]3[CH:38]=[N:39][CH:40]=[CH:41][CH:42]=3)=[O:23])=[CH:20][CH:21]=2)=[C:8]([NH2:27])[N:7]=1)[CH2:2][CH2:3][CH3:4]. The catalyst class is: 3. (4) Reactant: [F:1][C:2]1[CH:7]=[CH:6][CH:5]=[CH:4][C:3]=1[CH2:8][O:9][C:10]1[CH:15]=[CH:14][C:13]([C@@H:16]2[NH:20][C@:19]([CH2:25][OH:26])([C:21]([NH:23][CH3:24])=[O:22])[CH2:18][CH2:17]2)=[CH:12][CH:11]=1.[ClH:27]. Product: [ClH:27].[F:1][C:2]1[CH:7]=[CH:6][CH:5]=[CH:4][C:3]=1[CH2:8][O:9][C:10]1[CH:15]=[CH:14][C:13]([C@@H:16]2[NH:20][C@:19]([CH2:25][OH:26])([C:21]([NH:23][CH3:24])=[O:22])[CH2:18][CH2:17]2)=[CH:12][CH:11]=1.[F:1][C:2]1[CH:7]=[CH:6][CH:5]=[CH:4][C:3]=1[CH2:8][O:9][C:10]1[CH:15]=[CH:14][C:13]([C@@H:16]2[NH:20][C@:19]([CH2:25][OH:26])([C:21]([NH:23][CH3:24])=[O:22])[CH2:18][CH2:17]2)=[CH:12][CH:11]=1. The catalyst class is: 27. (5) Reactant: I[CH2:2][CH2:3][S:4][C:5]1[CH:11]=[CH:10][C:9]([N+:12]([O-:14])=[O:13])=[CH:8][C:6]=1[NH2:7].C(=O)([O-])[O-].[K+].[K+]. Product: [N+:12]([C:9]1[CH:10]=[CH:11][C:5]2[S:4][CH2:3][CH2:2][NH:7][C:6]=2[CH:8]=1)([O-:14])=[O:13]. The catalyst class is: 18.